Task: Regression. Given a peptide amino acid sequence and an MHC pseudo amino acid sequence, predict their binding affinity value. This is MHC class II binding data.. Dataset: Peptide-MHC class II binding affinity with 134,281 pairs from IEDB The peptide sequence is LDYLRRMTVFLQGLM. The MHC is DRB1_0802 with pseudo-sequence DRB1_0802. The binding affinity (normalized) is 0.546.